From a dataset of Forward reaction prediction with 1.9M reactions from USPTO patents (1976-2016). Predict the product of the given reaction. (1) Given the reactants [CH2:1]([O:4][N:5]([C:16]([CH3:19])([CH3:18])[CH3:17])[C:6]([CH3:15])([CH3:14])[C:7]([NH:9][C:10]([CH3:13])([CH3:12])[CH3:11])=[O:8])[CH:2]=[CH2:3].[C:20](N(C(C)(C)C(NC(C)(C)C)=O)O)(C)(C)C.C(Cl)C(=C)C, predict the reaction product. The product is: [CH2:1]([O:4][N:5]([C:16]([CH3:19])([CH3:18])[CH3:17])[C:6]([CH3:15])([CH3:14])[C:7]([NH:9][C:10]([CH3:13])([CH3:12])[CH3:11])=[O:8])[C:2](=[CH2:20])[CH3:3]. (2) Given the reactants O[CH2:2][C:3]1[CH:20]=[CH:19][C:6]2/[C:7](=[CH:16]/[C:17]#[N:18])/[C:8]3[CH:15]=[CH:14][CH:13]=[CH:12][C:9]=3[CH2:10][CH2:11][C:5]=2[CH:4]=1.[Cl:21][C:22]1[N:27]=[C:26]2[NH:28][C:29]([CH2:31][CH3:32])=[N:30][C:25]2=[C:24]([CH3:33])[CH:23]=1.C1(P(C2C=CC=CC=2)C2C=CC=CC=2)C=CC=CC=1.N(C(OC(C)(C)C)=O)=NC(OC(C)(C)C)=O, predict the reaction product. The product is: [Cl:21][C:22]1[N:27]=[C:26]2[N:28]([CH2:2][C:3]3[CH:20]=[CH:19][C:6]4/[C:7](=[CH:16]/[C:17]#[N:18])/[C:8]5[CH:15]=[CH:14][CH:13]=[CH:12][C:9]=5[CH2:10][CH2:11][C:5]=4[CH:4]=3)[C:29]([CH2:31][CH3:32])=[N:30][C:25]2=[C:24]([CH3:33])[CH:23]=1. (3) Given the reactants [C:1]([CH2:3][N:4]1[CH2:8][C@H:7]([OH:9])[CH2:6][C@H:5]1[C:10]([O:12]C)=O)#[N:2], predict the reaction product. The product is: [OH:9][C@H:7]1[CH2:8][N:4]2[CH2:3][CH2:1][NH:2][C:10](=[O:12])[C@@H:5]2[CH2:6]1. (4) Given the reactants C(Cl)(=O)C(Cl)=O.ClCCl.ClCCl.[F:13][C:14]1[CH:15]=[C:16]2[C:20](=[CH:21][CH:22]=1)[NH:19][C:18](=[O:23])[C:17]2=[C:24]1[C:32]2[C:27](=[CH:28][C:29]([CH2:33][CH2:34][CH2:35][OH:36])=[CH:30][CH:31]=2)[CH2:26][O:25]1.C(N(CC)CC)C, predict the reaction product. The product is: [F:13][C:14]1[CH:15]=[C:16]2[C:20](=[CH:21][CH:22]=1)[NH:19][C:18](=[O:23])[C:17]2=[C:24]1[C:32]2[C:27](=[CH:28][C:29]([CH2:33][CH2:34][CH:35]=[O:36])=[CH:30][CH:31]=2)[CH2:26][O:25]1. (5) The product is: [CH3:30][O:31][C:32]1[CH:33]=[CH:34][C:35]([S:38]([NH:1][CH2:2][C:3]2[N:12]=[C:11]([N:13]([C:15]3[CH:16]=[CH:17][C:18]([O:21][CH3:22])=[CH:19][CH:20]=3)[CH3:14])[C:10]3[C:5](=[CH:6][CH:7]=[CH:8][CH:9]=3)[N:4]=2)(=[O:40])=[O:39])=[CH:36][CH:37]=1. Given the reactants [NH2:1][CH2:2][C:3]1[N:12]=[C:11]([N:13]([C:15]2[CH:20]=[CH:19][C:18]([O:21][CH3:22])=[CH:17][CH:16]=2)[CH3:14])[C:10]2[C:5](=[CH:6][CH:7]=[CH:8][CH:9]=2)[N:4]=1.CCN(CC)CC.[CH3:30][O:31][C:32]1[CH:37]=[CH:36][C:35]([S:38](Cl)(=[O:40])=[O:39])=[CH:34][CH:33]=1, predict the reaction product. (6) Given the reactants [F:1][C:2]([F:33])([F:32])[C:3]([NH:5][CH2:6][CH2:7][CH2:8][CH2:9][S:10][C@H:11]1[CH2:28][CH2:27][C@@:26]2([CH3:29])[CH:13]([C:14](=O)[CH2:15][C@@H:16]3[C@@H:25]2[CH2:24][CH2:23][C@@:21]2([CH3:22])[C@H:17]3[CH2:18][CH2:19][C:20]2=[O:30])[CH2:12]1)=[O:4].Cl.[NH2:35][OH:36], predict the reaction product. The product is: [F:32][C:2]([F:33])([F:1])[C:3]([NH:5][CH2:6][CH2:7][CH2:8][CH2:9][S:10][C@H:11]1[CH2:28][CH2:27][C@@:26]2([CH3:29])[CH:13](/[C:14](=[N:35]/[OH:36])/[CH2:15][C@@H:16]3[C@@H:25]2[CH2:24][CH2:23][C@@:21]2([CH3:22])[C@H:17]3[CH2:18][CH2:19][C:20]2=[O:30])[CH2:12]1)=[O:4]. (7) Given the reactants [N:1]([C@H:4]([CH2:15][OH:16])[C:5]([NH:7][CH2:8][C:9]1[CH:14]=[CH:13][CH:12]=[CH:11][CH:10]=1)=[O:6])=[N+]=[N-].[H][H], predict the reaction product. The product is: [NH2:1][C@H:4]([CH2:15][OH:16])[C:5]([NH:7][CH2:8][C:9]1[CH:14]=[CH:13][CH:12]=[CH:11][CH:10]=1)=[O:6].